From a dataset of CYP1A2 inhibition data for predicting drug metabolism from PubChem BioAssay. Regression/Classification. Given a drug SMILES string, predict its absorption, distribution, metabolism, or excretion properties. Task type varies by dataset: regression for continuous measurements (e.g., permeability, clearance, half-life) or binary classification for categorical outcomes (e.g., BBB penetration, CYP inhibition). Dataset: cyp1a2_veith. (1) The compound is COC(=O)CC1C(=O)NCCN1C(=O)Nc1ccc(Cl)cc1. The result is 0 (non-inhibitor). (2) The compound is COc1cc(Cl)c(C)cc1NC(=O)CNC(=O)Cn1cnc2ccccc2c1=O. The result is 0 (non-inhibitor). (3) The compound is O=C(c1csnn1)N1CCC[C@@]2(CCN(c3ccccn3)C2)C1. The result is 0 (non-inhibitor). (4) The molecule is O=c1c(-c2cccc(Cl)c2)nc2cncnc2n1-c1ccccc1. The result is 1 (inhibitor). (5) The molecule is CSC1=N/C(=C\c2ccc(C)cc2)C(=O)S1. The result is 1 (inhibitor).